Dataset: Peptide-MHC class II binding affinity with 134,281 pairs from IEDB. Task: Regression. Given a peptide amino acid sequence and an MHC pseudo amino acid sequence, predict their binding affinity value. This is MHC class II binding data. (1) The peptide sequence is VLMEWLKTRPILSPL. The MHC is HLA-DQA10401-DQB10402 with pseudo-sequence HLA-DQA10401-DQB10402. The binding affinity (normalized) is 0.430. (2) The peptide sequence is LHQNFKDTSMQKTIP. The MHC is DRB1_0701 with pseudo-sequence DRB1_0701. The binding affinity (normalized) is 0.637.